Task: Predict the reaction yield, written as a fraction of the theoretical maximum amount of product (1.0 means a 100% yield; for example, 0.34 means a 34% yield).. Dataset: Reaction yield outcomes from USPTO patents with 853,638 reactions (1) The reactants are BrC1C=C(C(F)(C(F)(F)F)C(F)(F)F)C=C(Br)C=1[NH2:4].[N:20]1([C:25]2[CH:33]=[CH:32][C:28]([C:29](Cl)=[O:30])=[CH:27][CH:26]=2)[CH:24]=[N:23][CH:22]=[N:21]1.[OH-].[Na+]. The catalyst is N1C=CC=CC=1.O.O1CCCC1. The product is [N:20]1([C:25]2[CH:33]=[CH:32][C:28]([C:29]([NH2:4])=[O:30])=[CH:27][CH:26]=2)[CH:24]=[N:23][CH:22]=[N:21]1. The yield is 0.280. (2) The reactants are [CH3:1][O:2][C:3]1[CH:10]=[CH:9][C:6]([CH2:7]Cl)=[CH:5][CH:4]=1.[N-:11]=[N+:12]=[N-:13].[Na+]. The catalyst is CN(C=O)C. The product is [CH3:1][O:2][C:3]1[CH:10]=[CH:9][C:6]([CH2:7][N:11]=[N+:12]=[N-:13])=[CH:5][CH:4]=1. The yield is 0.949.